Dataset: Reaction yield outcomes from USPTO patents with 853,638 reactions. Task: Predict the reaction yield, written as a fraction of the theoretical maximum amount of product (1.0 means a 100% yield; for example, 0.34 means a 34% yield). (1) The reactants are [CH:1]([N:4]1[C:8]([C:9]2[N:18]=[C:17]3[N:11]([CH2:12][CH2:13][O:14][C:15]4[CH:22]=[C:21](OS(C(F)(F)F)(=O)=O)[N:20]=[CH:19][C:16]=43)[CH:10]=2)=[N:7][CH:6]=[N:5]1)([CH3:3])[CH3:2].[CH3:31][NH2:32].C1COCC1. The catalyst is CN1C(=O)CCC1.O. The product is [CH:1]([N:4]1[C:8]([C:9]2[N:18]=[C:17]3[C:16]4[CH:19]=[N:20][C:21]([NH:32][CH3:31])=[CH:22][C:15]=4[O:14][CH2:13][CH2:12][N:11]3[CH:10]=2)=[N:7][CH:6]=[N:5]1)([CH3:3])[CH3:2]. The yield is 0.280. (2) The reactants are [CH2:1]([O:5][C:6]1[CH:10]=[C:9]([C:11]([O:13]C)=[O:12])[N:8]([CH2:15][C:16]2[CH:21]=[CH:20][C:19]([Cl:22])=[CH:18][C:17]=2[Cl:23])[N:7]=1)[CH2:2][CH2:3][CH3:4].O1CCCC1.CO.[OH-].[Na+]. The catalyst is O. The product is [CH2:1]([O:5][C:6]1[CH:10]=[C:9]([C:11]([OH:13])=[O:12])[N:8]([CH2:15][C:16]2[CH:21]=[CH:20][C:19]([Cl:22])=[CH:18][C:17]=2[Cl:23])[N:7]=1)[CH2:2][CH2:3][CH3:4]. The yield is 0.620.